This data is from Catalyst prediction with 721,799 reactions and 888 catalyst types from USPTO. The task is: Predict which catalyst facilitates the given reaction. (1) Reactant: [CH3:1][CH:2]([CH2:4][C:5]1[CH:10]=[CH:9][C:8]([C:11]([CH3:13])=[O:12])=[CH:7][CH:6]=1)[CH3:3].[CH2:14]([N:21]1[C:25]([CH:26]=O)=[CH:24][N:23]=[CH:22]1)[C:15]1[CH:20]=[CH:19][CH:18]=[CH:17][CH:16]=1.[OH-].[Na+]. Product: [CH2:14]([N:21]1[C:25]([CH:26]=[CH:13][C:11]([C:8]2[CH:7]=[CH:6][C:5]([CH2:4][CH:2]([CH3:1])[CH3:3])=[CH:10][CH:9]=2)=[O:12])=[CH:24][N:23]=[CH:22]1)[C:15]1[CH:16]=[CH:17][CH:18]=[CH:19][CH:20]=1. The catalyst class is: 5. (2) Reactant: [CH3:1][S:2]([C:5]1[CH:23]=[CH:22][C:8]([CH:9]=[C:10]2[C:19]3[C:14](=[CH:15][CH:16]=[CH:17][CH:18]=3)[CH2:13][CH2:12]/[C:11]/2=[N:20]\[OH:21])=[CH:7][CH:6]=1)(=[O:4])=[O:3].[C:24](Br)(=[O:26])[CH3:25].C(N(CC)CC)C. Product: [C:24]([O:21]/[N:20]=[C:11]1/[C:10](=[CH:9][C:8]2[CH:7]=[CH:6][C:5]([S:2]([CH3:1])(=[O:4])=[O:3])=[CH:23][CH:22]=2)[C:19]2[C:14]([CH2:13][CH2:12]/1)=[CH:15][CH:16]=[CH:17][CH:18]=2)(=[O:26])[CH3:25]. The catalyst class is: 4. (3) Reactant: Br[C:2]1[C:7](=[O:8])[N:6]([CH2:9][C:10]2[CH:15]=[CH:14][C:13]([C:16]3[C:17]([C:22]#[N:23])=[CH:18][CH:19]=[CH:20][CH:21]=3)=[CH:12][CH:11]=2)[C:5]([CH2:24][CH2:25][CH3:26])=[N:4][C:3]=1[CH2:27][CH3:28].[O:29]1[C:33]2[CH:34]=[CH:35][C:36]([OH:38])=[CH:37][C:32]=2[O:31][CH2:30]1.[OH-].[K+].CS(C)=O. Product: [O:29]1[C:33]2[CH:34]=[CH:35][C:36]([O:38][C:2]3[C:7](=[O:8])[N:6]([CH2:9][C:10]4[CH:15]=[CH:14][C:13]([C:16]5[C:17]([C:22]#[N:23])=[CH:18][CH:19]=[CH:20][CH:21]=5)=[CH:12][CH:11]=4)[C:5]([CH2:24][CH2:25][CH3:26])=[N:4][C:3]=3[CH2:27][CH3:28])=[CH:37][C:32]=2[O:31][CH2:30]1. The catalyst class is: 13. (4) Reactant: [Cl:1][C:2]1[N:7]=[C:6]([C:8]([NH:10][NH:11][CH:12]([CH3:14])[CH3:13])=[O:9])[C:5]([NH:15][C:16]([C:18]2[N:19]([C:24]3[C:29]([Cl:30])=[CH:28][CH:27]=[CH:26][N:25]=3)[N:20]=[C:21]([Br:23])[CH:22]=2)=[O:17])=[C:4]([CH3:31])[CH:3]=1.Cl[C:33]([O:35][CH3:36])=[O:34]. Product: [CH3:36][O:35][C:33]([N:11]([CH:12]([CH3:13])[CH3:14])[NH:10][C:8]([C:6]1[C:5]([NH:15][C:16]([C:18]2[N:19]([C:24]3[C:29]([Cl:30])=[CH:28][CH:27]=[CH:26][N:25]=3)[N:20]=[C:21]([Br:23])[CH:22]=2)=[O:17])=[C:4]([CH3:31])[CH:3]=[C:2]([Cl:1])[N:7]=1)=[O:9])=[O:34]. The catalyst class is: 17. (5) Reactant: Br[C:2]1[CH:7]=[CH:6][C:5]([C:8]([F:11])([F:10])[F:9])=[CH:4][C:3]=1[F:12].[CH3:13][C:14]([O:17][C:18]([N:20]1[CH2:25][CH2:24][NH:23][CH2:22][CH2:21]1)=[O:19])([CH3:16])[CH3:15].CC(C)([O-])C.[Na+].C1(P(C2CCCCC2)C2C=CC=CC=2C2C=CC=CC=2)CCCCC1. Product: [C:14]([O:17][C:18]([N:20]1[CH2:25][CH2:24][N:23]([C:2]2[CH:7]=[CH:6][C:5]([C:8]([F:11])([F:10])[F:9])=[CH:4][C:3]=2[F:12])[CH2:22][CH2:21]1)=[O:19])([CH3:16])([CH3:13])[CH3:15]. The catalyst class is: 11. (6) Product: [NH2:20][C:10]1[C:11]([C:15]([O:17][CH2:18][CH3:19])=[O:16])=[CH:12][C:13]2[C:8]([CH:9]=1)=[CH:7][C:6]([O:23][CH3:24])=[C:5]([O:4][CH2:3][CH2:2][Cl:1])[CH:14]=2.[NH2:46][C:33]1[C:34]([C:41]([O:43][CH2:44][CH3:45])=[O:42])=[CH:35][C:36]2[C:31]([CH:32]=1)=[CH:30][C:29]([O:28][CH2:27][CH2:26][Cl:25])=[C:38]([O:39][CH3:40])[CH:37]=2. The catalyst class is: 29. Reactant: [Cl:1][CH2:2][CH2:3][O:4][C:5]1[CH:14]=[C:13]2[C:8]([CH:9]=[C:10]([N+:20]([O-])=O)[C:11]([C:15]([O:17][CH2:18][CH3:19])=[O:16])=[CH:12]2)=[CH:7][C:6]=1[O:23][CH3:24].[Cl:25][CH2:26][CH2:27][O:28][C:29]1[CH:30]=[C:31]2[C:36](=[CH:37][C:38]=1[O:39][CH3:40])[CH:35]=[C:34]([C:41]([O:43][CH2:44][CH3:45])=[O:42])[C:33]([N+:46]([O-])=O)=[CH:32]2.